The task is: Regression. Given a peptide amino acid sequence and an MHC pseudo amino acid sequence, predict their binding affinity value. This is MHC class I binding data.. This data is from Peptide-MHC class I binding affinity with 185,985 pairs from IEDB/IMGT. (1) The peptide sequence is MTAASYARY. The MHC is HLA-A23:01 with pseudo-sequence HLA-A23:01. The binding affinity (normalized) is 0.424. (2) The peptide sequence is VVPLYDTPL. The MHC is HLA-A03:01 with pseudo-sequence HLA-A03:01. The binding affinity (normalized) is 0.0847.